Dataset: Forward reaction prediction with 1.9M reactions from USPTO patents (1976-2016). Task: Predict the product of the given reaction. (1) Given the reactants [Cl:1][C:2]1[CH:9]=[CH:8][C:5]([CH:6]=O)=[C:4]([F:10])[CH:3]=1.[CH3:11][C:12]1([CH3:20])[O:19][C:17](=[O:18])[CH2:16][C:14](=[O:15])[O:13]1.[CH3:21][S:22][CH2:23][C:24]1[CH:25]=[CH:26][CH:27]=[C:28]2[C:32]=1[NH:31][CH:30]=[CH:29]2, predict the reaction product. The product is: [Cl:1][C:2]1[CH:9]=[CH:8][C:5]([CH:6]([C:29]2[C:28]3[C:32](=[C:24]([CH2:23][S:22][CH3:21])[CH:25]=[CH:26][CH:27]=3)[NH:31][CH:30]=2)[CH:16]2[C:17](=[O:18])[O:19][C:12]([CH3:20])([CH3:11])[O:13][C:14]2=[O:15])=[C:4]([F:10])[CH:3]=1. (2) Given the reactants [NH2:1][C:2]1[C:3]([F:35])=[C:4]([N:22]2[CH2:27][CH2:26][N:25](C(OC(C)(C)C)=O)[CH2:24][CH2:23]2)[CH:5]=[C:6]([N:8]([CH2:13][C:14]2[CH:19]=[CH:18][C:17]([O:20][CH3:21])=[CH:16][CH:15]=2)[C:9]([O:11][CH3:12])=[O:10])[CH:7]=1.[F:36][C:37]([F:42])([F:41])[C:38]([OH:40])=[O:39], predict the reaction product. The product is: [CH3:12][O:11][C:9](=[O:10])[N:8]([C:6]1[CH:5]=[C:4]([N:22]2[CH2:23][CH2:24][NH:25][CH2:26][CH2:27]2)[C:3]([F:35])=[C:2]([NH2:1])[CH:7]=1)[CH2:13][C:14]1[CH:19]=[CH:18][C:17]([O:20][CH3:21])=[CH:16][CH:15]=1.[C:38]([OH:40])([C:37]([F:42])([F:41])[F:36])=[O:39]. (3) Given the reactants [F:1][C:2]([F:11])([F:10])[C:3]1[CH:8]=[C:7]([OH:9])[CH:6]=[CH:5][N:4]=1.F[C:13]1[CH:18]=[CH:17][C:16]([N+:19]([O-:21])=[O:20])=[CH:15][CH:14]=1.[OH-].[Na+], predict the reaction product. The product is: [N+:19]([C:16]1[CH:17]=[CH:18][C:13]([O:9][C:7]2[CH:6]=[CH:5][N:4]=[C:3]([C:2]([F:1])([F:10])[F:11])[CH:8]=2)=[CH:14][CH:15]=1)([O-:21])=[O:20]. (4) Given the reactants [CH3:1][O:2][C:3]1[CH:4]=[C:5]2[C:10](=[CH:11][C:12]=1[O:13][CH3:14])[N:9]=[CH:8][CH:7]=[C:6]2[O:15][C:16]1[CH:22]=[CH:21][C:19]([NH2:20])=[CH:18][CH:17]=1.Cl[C:24](Cl)([O:26][C:27](=[O:33])OC(Cl)(Cl)Cl)Cl.[C:35]1(C)[C:40](O)=[CH:39][CH:38]=[CH:37][CH:36]=1.C(=O)(O)[O-].[Na+], predict the reaction product. The product is: [CH3:1][O:2][C:3]1[CH:4]=[C:5]2[C:10](=[CH:11][C:12]=1[O:13][CH3:14])[N:9]=[CH:8][CH:7]=[C:6]2[O:15][C:16]1[CH:22]=[CH:21][C:19]([NH:20][C:27](=[O:33])[O:26][C:24]2[CH:39]=[CH:40][CH:35]=[CH:36][C:37]=2[CH3:38])=[CH:18][CH:17]=1.